Predict the reaction yield, written as a fraction of the theoretical maximum amount of product (1.0 means a 100% yield; for example, 0.34 means a 34% yield). From a dataset of Reaction yield outcomes from USPTO patents with 853,638 reactions. (1) The reactants are [OH-].[K+].[C:3]1([C:9]2[N:10]=[CH:11][NH:12][CH:13]=2)[CH:8]=[CH:7][CH:6]=[CH:5][CH:4]=1.I[CH3:15]. The catalyst is CC(C)=O. The product is [CH3:15][N:12]1[CH:13]=[C:9]([C:3]2[CH:4]=[CH:5][CH:6]=[CH:7][CH:8]=2)[N:10]=[CH:11]1. The yield is 0.660. (2) The reactants are OC(C)(C)C[O:4][C@H:5]1[CH2:10][CH2:9][C@H:8]([N:11]2[C:16](=[O:17])[C:15]([CH2:18][C:19]3[CH:24]=[CH:23][C:22]([C:25]4[C:26]([C:31]#[N:32])=[CH:27][CH:28]=[CH:29][CH:30]=4)=[CH:21][CH:20]=3)=[C:14]([CH2:33][CH2:34][CH3:35])[N:13]3[N:36]=[C:37]([CH3:39])[N:38]=[C:12]23)[CH2:7][CH2:6]1.[CH2:47]([Sn](=O)[CH2:47][CH2:48][CH2:49][CH3:50])[CH2:48][CH2:49][CH3:50].[N:52]([Si](C)(C)C)=[N+:53]=[N-:54].[F-].C([N+](CC[CH2:75][CH3:76])(CCCC)CCCC)CCC.Cl.C(OCC)(=[O:80])C. The catalyst is O1CCCC1.C1(C)C=CC=CC=1. The product is [CH2:75]([C:48]([OH:80])([CH2:49][CH3:50])[CH2:47][O:4][C@H:5]1[CH2:6][CH2:7][C@H:8]([N:11]2[C:16](=[O:17])[C:15]([CH2:18][C:19]3[CH:24]=[CH:23][C:22]([C:25]4[CH:30]=[CH:29][CH:28]=[CH:27][C:26]=4[C:31]4[NH:32][N:54]=[N:53][N:52]=4)=[CH:21][CH:20]=3)=[C:14]([CH2:33][CH2:34][CH3:35])[N:13]3[N:36]=[C:37]([CH3:39])[N:38]=[C:12]23)[CH2:9][CH2:10]1)[CH3:76]. The yield is 0.320. (3) The reactants are C(N(C(C)C)CC)(C)C.[OH:10][CH2:11][CH2:12][O:13][C:14](=[O:38])[CH2:15][C:16]1[CH:20]=[C:19]([C:21]2[CH:26]=[CH:25][C:24]([S:27]([CH3:30])(=[O:29])=[O:28])=[CH:23][CH:22]=2)[N:18]([C:31]2[CH:36]=[CH:35][CH:34]=[CH:33][CH:32]=2)[C:17]=1[CH3:37].[CH3:39][S:40](Cl)(=[O:42])=[O:41].O. The catalyst is CN(C1C=CN=CC=1)C.C(Cl)Cl. The product is [CH3:39][S:40]([O:10][CH2:11][CH2:12][O:13][C:14](=[O:38])[CH2:15][C:16]1[CH:20]=[C:19]([C:21]2[CH:22]=[CH:23][C:24]([S:27]([CH3:30])(=[O:29])=[O:28])=[CH:25][CH:26]=2)[N:18]([C:31]2[CH:32]=[CH:33][CH:34]=[CH:35][CH:36]=2)[C:17]=1[CH3:37])(=[O:42])=[O:41]. The yield is 0.760. (4) The reactants are [C:1]1([CH:7]2[C:12](=[O:13])[CH2:11][CH2:10][O:9][CH2:8]2)[CH:6]=[CH:5][CH:4]=[CH:3][CH:2]=1.[C:14](Cl)([N:16]=[C:17]=[O:18])=[O:15]. The catalyst is CCOC(C)=O. The product is [C:1]1([CH:7]2[C:12]3[O:13][C:17](=[O:18])[NH:16][C:14](=[O:15])[C:11]=3[CH2:10][O:9][CH2:8]2)[CH:2]=[CH:3][CH:4]=[CH:5][CH:6]=1. The yield is 0.618. (5) The reactants are [CH3:1][C:2]1([C:17]([O:19]C)=[O:18])[CH2:7][CH2:6][CH:5]([O:8][CH2:9][O:10][CH2:11][CH2:12][Si:13]([CH3:16])([CH3:15])[CH3:14])[CH2:4][CH2:3]1.[OH-].[Na+].Cl. The catalyst is CO.O. The product is [CH3:1][C:2]1([C:17]([OH:19])=[O:18])[CH2:3][CH2:4][CH:5]([O:8][CH2:9][O:10][CH2:11][CH2:12][Si:13]([CH3:14])([CH3:15])[CH3:16])[CH2:6][CH2:7]1. The yield is 0.910. (6) The reactants are [CH2:1]([C:8]1[CH:20]=[CH:19][C:11]([O:12][CH2:13][C@H:14]2[CH2:18][CH2:17][CH2:16][NH:15]2)=[CH:10][CH:9]=1)[C:2]1[CH:7]=[CH:6][CH:5]=[CH:4][CH:3]=1.Cl.[N:22]1[CH:27]=[CH:26][C:25]([CH2:28]Cl)=[CH:24][CH:23]=1.C(N(CC)CC)C. The catalyst is ClCCl. The product is [CH2:1]([C:8]1[CH:20]=[CH:19][C:11]([O:12][CH2:13][C@H:14]2[CH2:18][CH2:17][CH2:16][N:15]2[CH2:28][C:25]2[CH:26]=[CH:27][N:22]=[CH:23][CH:24]=2)=[CH:10][CH:9]=1)[C:2]1[CH:3]=[CH:4][CH:5]=[CH:6][CH:7]=1. The yield is 0.450. (7) The reactants are [F:1][C:2]([F:40])([F:39])[C:3]1[CH:4]=[C:5]([C:13]([CH3:38])([CH3:37])[C:14]([N:16]([CH3:36])[C:17]2[CH:18]=[N:19][C:20]([N:30]3[CH2:35][CH2:34][NH:33][CH2:32][CH2:31]3)=[CH:21][C:22]=2[C:23]2[CH:28]=[CH:27][CH:26]=[CH:25][C:24]=2[CH3:29])=[O:15])[CH:6]=[C:7]([C:9]([F:12])([F:11])[F:10])[CH:8]=1.C(N(CC)CC)C.[CH3:48][S:49](Cl)(=[O:51])=[O:50]. The catalyst is ClCCl. The product is [F:40][C:2]([F:1])([F:39])[C:3]1[CH:4]=[C:5]([C:13]([CH3:38])([CH3:37])[C:14]([N:16]([C:17]2[CH:18]=[N:19][C:20]([N:30]3[CH2:35][CH2:34][N:33]([S:49]([CH3:48])(=[O:51])=[O:50])[CH2:32][CH2:31]3)=[CH:21][C:22]=2[C:23]2[CH:28]=[CH:27][CH:26]=[CH:25][C:24]=2[CH3:29])[CH3:36])=[O:15])[CH:6]=[C:7]([C:9]([F:12])([F:10])[F:11])[CH:8]=1. The yield is 0.750. (8) The reactants are [NH2:1][C:2]1[N:3]=[CH:4][C:5]([C:21]2[CH:31]=[CH:30][C:24]([C:25]([N:27]([CH3:29])[CH3:28])=[O:26])=[CH:23][CH:22]=2)=[N:6][C:7]=1[C:8]1[O:9][C:10]([C:13]2[CH:18]=[CH:17][CH:16]=[CH:15][C:14]=2[CH:19]=[CH2:20])=[N:11][N:12]=1. The catalyst is C(O)C.C(O)(=O)C.[Pd]. The product is [NH2:1][C:2]1[N:3]=[CH:4][C:5]([C:21]2[CH:22]=[CH:23][C:24]([C:25]([N:27]([CH3:29])[CH3:28])=[O:26])=[CH:30][CH:31]=2)=[N:6][C:7]=1[C:8]1[O:9][C:10]([C:13]2[CH:18]=[CH:17][CH:16]=[CH:15][C:14]=2[CH2:19][CH3:20])=[N:11][N:12]=1. The yield is 0.380.